Dataset: Full USPTO retrosynthesis dataset with 1.9M reactions from patents (1976-2016). Task: Predict the reactants needed to synthesize the given product. Given the product [N:20]1([C:17]2[CH:18]=[C:19]3[C:9]4[C:10](=[CH:11][N:12]=[C:7]([C:3]5[CH:2]=[N:1][CH:6]=[CH:5][CH:4]=5)[CH:8]=4)[NH:13][C:14]3=[N:15][CH:16]=2)[CH2:21][CH2:22][NH:23][CH2:24][CH2:25]1, predict the reactants needed to synthesize it. The reactants are: [N:1]1[CH:6]=[CH:5][CH:4]=[C:3]([C:7]2[CH:8]=[C:9]3[C:19]4[C:14](=[N:15][CH:16]=[C:17]([N:20]5[CH2:25][CH2:24][N:23](C(OC(C)(C)C)=O)[CH2:22][CH2:21]5)[CH:18]=4)[NH:13][C:10]3=[CH:11][N:12]=2)[CH:2]=1.Cl.